This data is from Full USPTO retrosynthesis dataset with 1.9M reactions from patents (1976-2016). The task is: Predict the reactants needed to synthesize the given product. (1) Given the product [Br:1][C:2]1[O:6][C:5]([C:7]([O:9][CH3:10])=[O:8])=[CH:4][C:3]=1[C:28]([CH3:27])([CH3:29])[CH3:34], predict the reactants needed to synthesize it. The reactants are: [Br:1][C:2]1[O:6][C:5]([C:7]([O:9][CH3:10])=[O:8])=[CH:4][CH:3]=1.BrCCCCCCCCCCCCCCC[CH2:27][CH2:28][CH3:29].[Al+3].[Cl-].[Cl-].[Cl-].[C:34](=S)=S. (2) Given the product [Cl:1][C:2]1[CH:3]=[C:4]([CH:8]2[C:13]([C:14]([N:16]([CH2:26][C:27]([OH:29])=[O:28])[CH2:17][CH:18]=[CH:19][C:20]3[CH:25]=[CH:24][CH:23]=[CH:22][CH:21]=3)=[O:15])=[C:12]([CH3:31])[NH:11][C:10](=[O:32])[NH:9]2)[CH:5]=[CH:6][CH:7]=1, predict the reactants needed to synthesize it. The reactants are: [Cl:1][C:2]1[CH:3]=[C:4]([CH:8]2[C:13]([C:14]([N:16]([CH2:26][C:27]([O:29]C)=[O:28])[CH2:17][CH:18]=[CH:19][C:20]3[CH:25]=[CH:24][CH:23]=[CH:22][CH:21]=3)=[O:15])=[C:12]([CH3:31])[NH:11][C:10](=[O:32])[NH:9]2)[CH:5]=[CH:6][CH:7]=1.[OH-].[Na+]. (3) Given the product [F:17][C:3]([C:13]([F:16])([F:15])[F:14])([C:2]([F:19])([F:18])[F:1])[CH2:4][CH:5]([C:9]([F:12])([F:11])[F:10])[CH2:6][CH2:7][SH:22], predict the reactants needed to synthesize it. The reactants are: [F:1][C:2]([F:19])([F:18])[C:3]([F:17])([C:13]([F:16])([F:15])[F:14])[CH2:4][CH:5]([C:9]([F:12])([F:11])[F:10])[CH2:6][CH2:7]I.NC(N)=[S:22]. (4) Given the product [Br:34][C:35]1[CH:36]=[C:37]([CH2:42][NH:43][C:26]([C:25]2[CH:29]=[CH:30][CH:31]=[C:23]([C:21]([NH:20][CH2:19][C:10]3[C:11]([NH:12][CH:13]4[CH2:14][CH2:15][O:16][CH2:17][CH2:18]4)=[C:6]4[CH:5]=[N:4][N:3]([CH2:1][CH3:2])[C:7]4=[N:8][C:9]=3[CH2:32][CH3:33])=[O:22])[CH:24]=2)=[O:28])[CH:38]=[CH:39][C:40]=1[CH3:41], predict the reactants needed to synthesize it. The reactants are: [CH2:1]([N:3]1[C:7]2=[N:8][C:9]([CH2:32][CH3:33])=[C:10]([CH2:19][NH:20][C:21]([C:23]3[CH:24]=[C:25]([CH:29]=[CH:30][CH:31]=3)[C:26]([OH:28])=O)=[O:22])[C:11]([NH:12][CH:13]3[CH2:18][CH2:17][O:16][CH2:15][CH2:14]3)=[C:6]2[CH:5]=[N:4]1)[CH3:2].[Br:34][C:35]1[CH:36]=[C:37]([CH2:42][NH2:43])[CH:38]=[CH:39][C:40]=1[CH3:41].CN(C(ON1N=NC2C=CC=CC1=2)=[N+](C)C)C.F[P-](F)(F)(F)(F)F. (5) Given the product [ClH:20].[NH2:11][C@H:12]1[CH2:15][CH2:14][C@H:13]1[C:16]([O:18][CH3:19])=[O:17], predict the reactants needed to synthesize it. The reactants are: C(OC([NH:11][C@H:12]1[CH2:15][CH2:14][C@H:13]1[C:16]([O:18][CH3:19])=[O:17])=O)C1C=CC=CC=1.[ClH:20]. (6) Given the product [CH2:9]1[CH2:8][CH2:7][CH:6]([N:17]2[CH2:18][CH2:19][N:34]([CH:33]([C:32]3[CH:31]=[CH:30][CH:29]=[CH:39][CH:38]=3)[CH2:28][C:27]3[CH:26]=[CH:25][CH:37]=[CH:36][CH:35]=3)[CH2:15][CH2:16]2)[CH2:5][CH2:10]1, predict the reactants needed to synthesize it. The reactants are: BrC1C=CC2N[C:10]3[CH:9]=[CH:8][C:7]4[CH:15]=[CH:16][N:17]([C:18]5C=CC=C[CH:19]=5)[C:6]=4[C:5]=3C=2C=1.Br[C:25]1[CH:26]=[C:27]2[C:35](=[CH:36][CH:37]=1)[NH:34][C:33]1[C:28]2=[CH:29][CH:30]=[C:31]2N(C3C=CC=CC=3)[CH:39]=[CH:38][C:32]2=1.